This data is from Forward reaction prediction with 1.9M reactions from USPTO patents (1976-2016). The task is: Predict the product of the given reaction. (1) The product is: [C:3]([Si:7]([CH3:19])([CH3:18])[O:8][CH:9]([C:11]1[O:12][C:13]([CH2:16][Cl:31])=[CH:14][N:15]=1)[CH3:10])([CH3:6])([CH3:5])[CH3:4].[C:3]([Si:7]([CH3:19])([CH3:18])[O:8][CH:9]([C:11]1[O:12][C:13]([CH2:16][O:17][S:27]([CH3:30])(=[O:29])=[O:28])=[CH:14][N:15]=1)[CH3:10])([CH3:5])([CH3:4])[CH3:6]. Given the reactants N#N.[C:3]([Si:7]([CH3:19])([CH3:18])[O:8][CH:9]([C:11]1[O:12][C:13]([CH2:16][OH:17])=[CH:14][N:15]=1)[CH3:10])([CH3:6])([CH3:5])[CH3:4].CCN(CC)CC.[S:27]([Cl:31])([CH3:30])(=[O:29])=[O:28], predict the reaction product. (2) Given the reactants [CH2:1]([O:8][C:9]1[CH:10]=[C:11]([CH:15]=[C:16]([O:18][CH:19]([CH3:21])[CH3:20])[CH:17]=1)[C:12]([OH:14])=O)[C:2]1[CH:7]=[CH:6][CH:5]=[CH:4][CH:3]=1.[NH2:22][C:23]1[C:28]([NH2:29])=[CH:27][CH:26]=[CH:25][N:24]=1, predict the reaction product. The product is: [NH2:22][C:23]1[C:28]([NH:29][C:12](=[O:14])[C:11]2[CH:15]=[C:16]([O:18][CH:19]([CH3:21])[CH3:20])[CH:17]=[C:9]([O:8][CH2:1][C:2]3[CH:3]=[CH:4][CH:5]=[CH:6][CH:7]=3)[CH:10]=2)=[CH:27][CH:26]=[CH:25][N:24]=1. (3) Given the reactants [N:1]([O-])=O.[Na+].[NH2:5][C:6]1[CH:11]=[C:10]([CH2:12][CH3:13])[C:9]([O:14][CH3:15])=[CH:8][C:7]=1[C:16](=[O:18])[CH3:17].C(=O)([O-])[O-].[Na+].[Na+], predict the reaction product. The product is: [CH2:12]([C:10]1[CH:11]=[C:6]2[C:7]([C:16]([OH:18])=[CH:17][N:1]=[N:5]2)=[CH:8][C:9]=1[O:14][CH3:15])[CH3:13]. (4) Given the reactants [H-].[Al+3].[Li+].[H-].[H-].[H-].[N:7]1[CH:12]=[CH:11][CH:10]=[CH:9][C:8]=1[N:13]([C:22]1[CH:27]=[CH:26][CH:25]=[CH:24][N:23]=1)[CH2:14][C:15](OC(C)(C)C)=[O:16], predict the reaction product. The product is: [N:7]1[CH:12]=[CH:11][CH:10]=[CH:9][C:8]=1[N:13]([C:22]1[CH:27]=[CH:26][CH:25]=[CH:24][N:23]=1)[CH2:14][CH2:15][OH:16].